Task: Binary Classification. Given two protein amino acid sequences, predict whether they physically interact or not.. Dataset: Human Reference Interactome with 51,813 positive PPI pairs across 8,248 proteins, plus equal number of experimentally-validated negative pairs (1) Protein 1 (ENSG00000120094) has sequence MDYNRMNSFLEYPLCNRGPSAYSAHSAPTSFPPSSAQAVDSYASEGRYGGGLSSPAFQQNSGYPAQQPPSTLGVPFPSSAPSGYAPAACSPSYGPSQYYPLGQSEGDGGYFHPSSYGAQLGGLSDGYGAGGAGPGPYPPQHPPYGNEQTASFAPAYADLLSEDKETPCPSEPNTPTARTFDWMKVKRNPPKTAKVSEPGLGSPSGLRTNFTTRQLTELEKEFHFNKYLSRARRVEIAATLELNETQVKIWFQNRRMKQKKREREEGRVPPAPPGCPKEAAGDASDQSTCTSPEASPSSVT.... Protein 2 (ENSG00000233822) has sequence MPEPSKSAPAPKKGSKKAVTKAQKKDGKKRKRSRKESYSVYVYKVLKQVHPDTGISSKAMGIMNSFVNDIFERIAGEASRLAHYNKRSTITSREIQTAVRLLLPGELAKHAVSEGTKAVTKYTSSK*MPEPSKSAPAPKKGSKKAVTKAQKKDGKKRKRSRKESYSVYVYKVLKQVHPDTGISSKAMGIMNSFVNDIFERIAGEASRLAHYNKRSTITSREIQTAVRLLLPGELAKHAVSEGTKAVTKYTSSKKRKRRFTESIKKAHGFRKLKIWLKLRVSNQSPDDIYIARD*. Result: 0 (the proteins do not interact). (2) Protein 1 (ENSG00000102230) has sequence MVGHQECIMEEDNRAPQLWRKTLTAPAPFADETNCQCQAPHEKLTIAQARLGTPADRPVRVYADGIFDLFHSGHARALMQAKTLFPNSYLLVGVCSDDLTHKFKGFTVMNEAERYEALRHCRYVDEVIRDAPWTLTPEFLEKHKIDFVAHDDIPYSSAGSDDVYKHIKEAGMFVPTQRTEGISTSDIITRIVRDYDVYARRNLQRGYTAKELNVSFINEKRYRFQNQVDKMKEKVKNVEERSKEFVNRVEEKSHDLIQKWEEKSREFIGNFLELFGPDGAWKQMFQERSSRMLQALSPKQ.... Protein 2 (ENSG00000102230) has sequence MVGHQECIMEEDNRAPQLWRKTLTAPAPFADETNCQCQAPHEKLTIAQARLGTPADRPVRVYADGIFDLFHSGHARALMQAKTLFPNSYLLVGVCSDDLTHKFKGFTVMNEAERYEALRHCRYVDEVIRDAPWTLTPEFLEKHKIDFVAHDDIPYSSAGSDDVYKHIKEAGMFVPTQRTEGISTSDIITRIVRDYDVYARRNLQRGYTAKELNVSFINEKRYRFQNQVDKMKEKVKNVEERSKEFVNRVEEKSHDLIQKWEEKSREFIGNFLELFGPDGAWKQMFQERSSRMLQALSPKQ.... Result: 1 (the proteins interact). (3) Protein 1 (ENSG00000163743) has sequence MAATAREDGASGQERGQRGCEHYDRGCLLKAPCCDKLYTCRLCHDNNEDHQLDRFKVKEVQCINCEKIQHAQQTCEECSTLFGEYYCDICHLFDKDKKQYHCENCGICRIGPKEDFFHCLKCNLCLAMNLQGRHKCIENVSRQNCPICLEDIHTSRVVAHVLPCGHLLHRTCYEEMLKEGYRCPLCMHSALDMTRYWRQLDDEVAQTPMPSEYQNMTVDILCNDCNGRSTVQFHILGMKCKICESYNTAQAGGRRISLDQQ*MAATAREDGASGQERGQRGCEHYDRGCLLKAQQTCEEC.... Protein 2 (ENSG00000175556) has sequence MESVRIEQMLSLPAEVSSDNLESAERGASAAQVDMGPHPKVAAEGPAPLPTREPEQEQSPGTSTPESKVLLTQADALASRGRIREALEVYRQLSERQQLVAEQLEQLVRCLAEKVPQGEALAPAPPDEGSTASGTVAAEETGAAAAAAATEVWDGFKCRKCHGFLSDPVSLSCGHTFCKLCLERGRAADRRCALCGVKLSALMVATGRARGARRAGQQPPPPLRVNVVLSGLLGKLFPGPARASQLRHEGNRLYRERQVEAALLKYNEAVKLAPNDHLLYSNRSQIYFTLESHENALHDA.... Result: 0 (the proteins do not interact). (4) Protein 1 (ENSG00000129566) has sequence MEKLHGHVSAHPDILSLENRCLAMLPDLQPLEKLHQHVSTHSDILSLKNQCLATLPDLKTMEKPHGYVSAHPDILSLENQCLATLSDLKTMEKPHGHVSAHPDILSLENRCLATLSSLKSTVSASPLFQSLQISHMTQADLYRVNNSNCLLSEPPSWRAQHFSKGLDLSTCPIALKSISATETAQEATLGRWFDSEEKKGAETQMPSYSLSLGEEEEVEDLAVKLTSGDSESHPEPTDHVLQEKKMALLSLLCSTLVSEVNMNNTSDPTLAAIFEICRELALLEPEFILKASLYARQQLN.... Protein 2 (ENSG00000165688) has sequence MAAVVLAATRLLRGSGSWGCSRLRFGPPAYRRFSSGGAYPNIPLSSPLPGVPKPVFATVDGQEKFETKVTTLDNGLRVASQNKFGQFCTVGILINSGSRYEAKYLSGIAHFLEKLAFSSTARFDSKDEILLTLEKHGGICDCQTSRDTTMYAVSADSKGLDTVVALLADVVLQPRLTDEEVEMTRMAVQFELEDLNLRPDPEPLLTEMIHEAAYRENTVGLHRFCPTENVAKINREVLHSYLRNYYTPDRMVLAGVGVEHEHLVDCARKYLLGVQPAWGSAEAVDIDRSVAQYTGGIAKL.... Result: 0 (the proteins do not interact). (5) Protein 1 (ENSG00000102879) has sequence MSRQVVRSSKFRHVFGQPAKADQCYEDVRVSQTTWDSGFCAVNPKFVALICEASGGGAFLVLPLGKTGRVDKNAPTVCGHTAPVLDIAWCPHNDNVIASGSEDCTVMVWEIPDGGLMLPLREPVVTLEGHTKRVGIVAWHTTAQNVLLSAGCDNVIMVWDVGTGAAMLTLGPEVHPDTIYSVDWSRDGGLICTSCRDKRVRIIEPRKGTVVAEKDRPHEGTRPVRAVFVSEGKILTTGFSRMSERQVALWDTKHLEEPLSLQELDTSSGVLLPFFDPDTNIVYLCGKGDSSIRYFEITSE.... Protein 2 (ENSG00000119772) has sequence MPAMPSSGPGDTSSSAAEREEDRKDGEEQEEPRGKEERQEPSTTARKVGRPGRKRKHPPVESGDTPKDPAVISKSPSMAQDSGASELLPNGDLEKRSEPQPEEGSPAGGQKGGAPAEGEGAAETLPEASRAVENGCCTPKEGRGAPAEAGKEQKETNIESMKMEGSRGRLRGGLGWESSLRQRPMPRLTFQAGDPYYISKRKRDEWLARWKREAEKKAKVIAGMNAVEENQGPGESQKVEEASPPAVQQPTDPASPTVATTPEPVGSDAGDKNATKAGDDEPEYEDGRGFGIGELVWGKL.... Result: 0 (the proteins do not interact). (6) Protein 1 (ENSG00000151846) has sequence MNPSTPSYPTASLYVGDLHPDVTEAMLYEKFSPAGPILSIRICRDLITSGSSNYAYVNFQHTKDAEHALDTMNFDVIKGKPVRIMWSQRDPSLRKSGVGNIFVKNLDKSINNKALYDTVSAFGNILSCNVVCDENGSKGYGFVHFETHEAAERAIKKMNGMLLNGRKVFVGQFKSRKEREAELGARAKEFPNVYIKNFGEDMDDERLKDLFGKFGPALSVKVMTDESGKSKGFGFVSFERHEDAQKAVDEMNGKELNGKQIYVGRAQKKVERQTELKRTFEQMKQDRITRYQVVNLYVKN.... Protein 2 (ENSG00000088356) has sequence MLSPEAERVLRYLVEVEELAEEVLADKRQIVDLDTKRNQNREGLRALQKDLSLSEDVMVCFGNMFIKMPHPETKEMIEKDQDHLDKEIEKLRKQLKVKVNRLFEAQGKPELKGFNLNPLNQDELKALKVILKG*. Result: 0 (the proteins do not interact). (7) Protein 1 (ENSG00000065534) has sequence MGDVKLVASSHISKTSLSVDPSRVDSMPLTEAPAFILPPRNLCIKEGATAKFEGRVRGYPEPQVTWHRNGQPITSGGRFLLDCGIRGTFSLVIHAVHEEDRGKYTCEATNGSGARQVTVELTVEGSFAKQLGQPVVSKTLGDRFSAPAVETRPSIWGECPPKFATKLGRVVVKEGQMGRFSCKITGRPQPQVTWLKGNVPLQPSARVSVSEKNGMQVLEIHGVNQDDVGVYTCLVVNGSGKASMSAELSIQGLDSANRSFVRETKATNSDVRKEVTNVISKESKLDSLEAAAKSKNCSSP.... Protein 2 (ENSG00000180818) has sequence MTCPRNVTPNSYAEPLAAPGGGERYSRSAGMYMQSGSDFNCGVMRGCGLAPSLSKRDEGSSPSLALNTYPSYLSQLDSWGDPKAAYRLEQPVGRPLSSCSYPPSVKEENVCCMYSAEKRAKSGPEAALYSHPLPESCLGEHEVPVPSYYRASPSYSALDKTPHCSGANDFEAPFEQRASLNPRAEHLESPQLGGKVSFPETPKSDSQTPSPNEIKTEQSLAGPKGSPSESEKERAKAADSSPDTSDNEAKEEIKAENTTGNWLTAKSGRKKRCPYTKHQTLELEKEFLFNMYLTRERRLE.... Result: 0 (the proteins do not interact). (8) Protein 1 (ENSG00000117748) has sequence MWNSNDGGAGWRRKRIAGGFSKRASLGSERRVVAGEEGRERSWGVWGSPAGRRRGRLGRLGQCLKGRSLREPAGFSEAWDVAQALILLFKTGGFESYGSSSYGGAGGYTQSPGGFGSPAPSQAEKKSRARAQHIVPCTISQLLSATLVDEVFRIGNVEISQVTIVGIIRHAEKAPTNIVYKIDDMTAAPMDVRQWVDTDDTSSENTVVPPETYVKVAGHLRSFQNKKSLVAFKIMPLEDMNEFTTHILEVINAHMVLSKANSQPSAGRAPISNPGMSEAGNFGGNSFMPANGLTVAQNQV.... Protein 2 (ENSG00000211460) has sequence MSVSEIFVELQGFLAAEQDIREEIRKVVQSLEQTAREILTLLQGVHQGAGFQDIPKRCLKAREHFGTVKTHLTSLKTKFPAEQYYRFHEHWRFVLQRLVFLAAFVVYLETETLVTREAVTEILGIEPDREKGFHLDVEDYLSGVLILASELSRLSVNSVTAGDYSRPLHISTFINELDSGFRLLNLKNDSLRKRYDGLKYDVKKVEEVVYDLSIRGFNKETAAACVEK*MPVIPAFWEAEAARSPEEIRKVVQSLEQTAREILTLLQGVHQGAGFQDIPKRCLKAREHFGTVKTHLTSLK.... Result: 0 (the proteins do not interact). (9) Protein 1 (ENSG00000155622) has sequence MSWRGRSTYRPRPRRSLQPPELIGAMLEPTDEEPKEEKPPTKSRNPTPDQKREDDQGAAEIQVPDLEADLQELCQTKTGDGCEGGTDVKGKILPKAEHFKMPEAGEGKSQV*. Protein 2 (ENSG00000027644) has sequence MAVPSLWPWGACLPVIFLSLGFGLDTVEVCPSLDIRSEVAELRQLENCSVVEGHLQILLMFTATGEDFRGLSFPRLTQVTDYLLLFRVYGLESLRDLFPNLAVIRGTRLFLGYALVIFEMPHLRDVALPALGAVLRGAVRVEKNQELCHLSTIDWGLLQPAPGANHIVGNKLGEECADVCPGVLGAAGEPCAKTTFSGHTDYRCWTSSHCQRVCPCPHGMACTARGECCHTECLGGCSQPEDPRACVACRHLYFQGACLWACPPGTYQYESWRCVTAERCASLHSVPGRASTFGIHQGSC.... Result: 0 (the proteins do not interact).